Dataset: Experimentally validated miRNA-target interactions with 360,000+ pairs, plus equal number of negative samples. Task: Binary Classification. Given a miRNA mature sequence and a target amino acid sequence, predict their likelihood of interaction. (1) The miRNA is rno-miR-34a-5p with sequence UGGCAGUGUCUUAGCUGGUUGU. The protein sequence of the target gene is MKKRRKVTSNLEKIHLGYHKDSSEGNVAVECDQVTYTHSAGRPTPEALHCYQELPPSPDQRKLLSSLQYNKNLLKYLNDDRQKQPSFCDLLIIVEGKEFSAHKVVVAVGSSYFHACLSKNPSTDVVTLDHVTHSVFQHLLEFLYTSEFFVYKYEIPLVLEAAKFLDIIDAVKLLNNENVAPFHSELTEKSSPEETLNELTGRLSNNHQCKFCSRHFCYKKSLENHLAKTHRSLLLGKKHGLKMLERSFSARRSKRNRKCPVKFDDTSDDEQESGDGSDNLNQENFDKEKSDRNDSEDPGS.... Result: 0 (no interaction). (2) The miRNA is mmu-miR-3971 with sequence CUCCCCACCCCUGUACCAGUGA. The protein sequence of the target gene is MAGRLPACVVDCGTGYTKLGYAGNTEPQFIIPSCIAIKESAKVGDQAQRRVMKGVDDLDFFIGDEAIEKPTYATKWPIRHGIVEDWDLMERFMEQVIFKYLRAEPEDHYFLLTEPPLNTPENREYTAEIMFESFNVPGLYIAVQAVLALAASWTSRQVGERTLTGTVIDSGDGVTHVIPVAEGYVIGSCIKHIPIAGRDITYFIQQLLRDREVGIPPEQSLETAKAVKERYSYVCPDLVKEFNKYDTDGSKWIKQYTGINAISKKEFSIDVGYERFLGPEIFFHPEFANPDFTQPISEVV.... Result: 0 (no interaction).